Dataset: NCI-60 drug combinations with 297,098 pairs across 59 cell lines. Task: Regression. Given two drug SMILES strings and cell line genomic features, predict the synergy score measuring deviation from expected non-interaction effect. (1) Cell line: BT-549. Synergy scores: CSS=28.1, Synergy_ZIP=2.21, Synergy_Bliss=-2.07, Synergy_Loewe=-34.1, Synergy_HSA=-4.11. Drug 2: CC1=C2C(C(=O)C3(C(CC4C(C3C(C(C2(C)C)(CC1OC(=O)C(C(C5=CC=CC=C5)NC(=O)OC(C)(C)C)O)O)OC(=O)C6=CC=CC=C6)(CO4)OC(=O)C)OC)C)OC. Drug 1: CC(C1=C(C=CC(=C1Cl)F)Cl)OC2=C(N=CC(=C2)C3=CN(N=C3)C4CCNCC4)N. (2) Drug 1: CC12CCC3C(C1CCC2O)C(CC4=C3C=CC(=C4)O)CCCCCCCCCS(=O)CCCC(C(F)(F)F)(F)F. Drug 2: COCCOC1=C(C=C2C(=C1)C(=NC=N2)NC3=CC=CC(=C3)C#C)OCCOC.Cl. Cell line: DU-145. Synergy scores: CSS=6.58, Synergy_ZIP=-3.25, Synergy_Bliss=-2.12, Synergy_Loewe=-2.35, Synergy_HSA=-1.32. (3) Drug 1: C1=NC2=C(N1)C(=S)N=CN2. Drug 2: CC1CCC2CC(C(=CC=CC=CC(CC(C(=O)C(C(C(=CC(C(=O)CC(OC(=O)C3CCCCN3C(=O)C(=O)C1(O2)O)C(C)CC4CCC(C(C4)OC)O)C)C)O)OC)C)C)C)OC. Cell line: HS 578T. Synergy scores: CSS=10.4, Synergy_ZIP=-4.08, Synergy_Bliss=-3.31, Synergy_Loewe=1.60, Synergy_HSA=0.832. (4) Drug 1: C1=CC(=CC=C1CCC2=CNC3=C2C(=O)NC(=N3)N)C(=O)NC(CCC(=O)O)C(=O)O. Drug 2: CC1=C(N=C(N=C1N)C(CC(=O)N)NCC(C(=O)N)N)C(=O)NC(C(C2=CN=CN2)OC3C(C(C(C(O3)CO)O)O)OC4C(C(C(C(O4)CO)O)OC(=O)N)O)C(=O)NC(C)C(C(C)C(=O)NC(C(C)O)C(=O)NCCC5=NC(=CS5)C6=NC(=CS6)C(=O)NCCC[S+](C)C)O. Cell line: SF-539. Synergy scores: CSS=48.8, Synergy_ZIP=0.394, Synergy_Bliss=1.85, Synergy_Loewe=-3.31, Synergy_HSA=3.68. (5) Drug 1: CC1=C2C(C(=O)C3(C(CC4C(C3C(C(C2(C)C)(CC1OC(=O)C(C(C5=CC=CC=C5)NC(=O)OC(C)(C)C)O)O)OC(=O)C6=CC=CC=C6)(CO4)OC(=O)C)OC)C)OC. Drug 2: CC1=C(C=C(C=C1)C(=O)NC2=CC(=CC(=C2)C(F)(F)F)N3C=C(N=C3)C)NC4=NC=CC(=N4)C5=CN=CC=C5. Cell line: NCI-H322M. Synergy scores: CSS=51.2, Synergy_ZIP=8.42, Synergy_Bliss=11.1, Synergy_Loewe=-34.3, Synergy_HSA=6.93. (6) Drug 1: CC(C1=C(C=CC(=C1Cl)F)Cl)OC2=C(N=CC(=C2)C3=CN(N=C3)C4CCNCC4)N. Drug 2: C1CC(=O)NC(=O)C1N2C(=O)C3=CC=CC=C3C2=O. Cell line: EKVX. Synergy scores: CSS=7.59, Synergy_ZIP=-0.311, Synergy_Bliss=7.08, Synergy_Loewe=0.0737, Synergy_HSA=4.85. (7) Drug 1: CC1=C(C(CCC1)(C)C)C=CC(=CC=CC(=CC(=O)O)C)C. Drug 2: C1=CC=C(C=C1)NC(=O)CCCCCCC(=O)NO. Cell line: NCI-H460. Synergy scores: CSS=11.4, Synergy_ZIP=1.25, Synergy_Bliss=-0.439, Synergy_Loewe=-8.08, Synergy_HSA=-2.51.